This data is from Forward reaction prediction with 1.9M reactions from USPTO patents (1976-2016). The task is: Predict the product of the given reaction. (1) Given the reactants [C:1]([O:5][C:6](=[O:25])[NH:7][CH2:8][C:9]([C:11]1[CH:16]=[CH:15][C:14]([O:17]CC2C=CC=CC=2)=[CH:13][CH:12]=1)=[O:10])([CH3:4])([CH3:3])[CH3:2], predict the reaction product. The product is: [C:1]([O:5][C:6](=[O:25])[NH:7][CH2:8][C:9]([C:11]1[CH:16]=[CH:15][C:14]([OH:17])=[CH:13][CH:12]=1)=[O:10])([CH3:4])([CH3:2])[CH3:3]. (2) Given the reactants [ClH:1].[Cl:2][C:3]1[CH:8]=[CH:7][CH:6]=[CH:5][C:4]=1[N:9]=[CH:10][C:11]1([OH:16])[CH2:15][CH2:14][CH2:13][CH2:12]1.Cl, predict the reaction product. The product is: [Cl:2][C:3]1[CH:8]=[CH:7][CH:6]=[CH:5][C:4]=1[N:9]=[CH:10][C:11]1([OH:16])[CH2:15][CH2:14][CH2:13][CH2:12]1.[ClH:1].[Cl:2][C:3]1[CH:8]=[CH:7][CH:6]=[CH:5][C:4]=1[N:9]=[CH:10][C:11]1([OH:16])[CH2:15][CH2:14][CH2:13][CH2:12]1. (3) Given the reactants [C:1]([O:5][C:6]([N:8]1[CH2:13][CH2:12][N:11]([CH2:14][C:15]2[CH:20]=[CH:19][C:18]([NH:21][C:22]3[C:27]([C:28]([O:30][CH2:31][CH3:32])=[O:29])=[C:26]([CH3:33])[N:25]=[C:24]([N:34]4[CH2:39][CH2:38][O:37][CH2:36][CH2:35]4)[N:23]=3)=[CH:17][CH:16]=2)[CH2:10][CH2:9]1)=[O:7])([CH3:4])([CH3:3])[CH3:2].CO[CH:42](OC)[N:43]([CH3:45])[CH3:44].O, predict the reaction product. The product is: [C:1]([O:5][C:6]([N:8]1[CH2:13][CH2:12][N:11]([CH2:14][C:15]2[CH:20]=[CH:19][C:18]([NH:21][C:22]3[C:27]([C:28]([O:30][CH2:31][CH3:32])=[O:29])=[C:26](/[CH:33]=[CH:42]/[N:43]([CH3:45])[CH3:44])[N:25]=[C:24]([N:34]4[CH2:35][CH2:36][O:37][CH2:38][CH2:39]4)[N:23]=3)=[CH:17][CH:16]=2)[CH2:10][CH2:9]1)=[O:7])([CH3:2])([CH3:3])[CH3:4]. (4) Given the reactants [CH3:1][NH:2][CH2:3][CH2:4][CH2:5][N:6]1[C:16]2[CH:17]=[CH:18][CH:19]=[CH:20][C:15]=2[CH2:14][CH2:13][C:12]2[CH:11]=[CH:10][CH:9]=[CH:8][C:7]1=2.Cl.[C:22](=[O:25])([O-])[O-:23].[K+].[K+].[CH3:28]C(Cl)(Cl)Cl, predict the reaction product. The product is: [CH3:28][O:23][C:22](=[O:25])[N:2]([CH2:3][CH2:4][CH2:5][N:6]1[C:7]2[CH:8]=[CH:9][CH:10]=[CH:11][C:12]=2[CH2:13][CH2:14][C:15]2[CH:20]=[CH:19][CH:18]=[CH:17][C:16]1=2)[CH3:1]. (5) Given the reactants [Cl:1][C:2]1[CH:3]=[N:4][CH:5]=[C:6]([Cl:8])[CH:7]=1.C([N-]C(C)C)(C)C.[Li+].CCCCCCC.C1COCC1.C(C1C=CC=CC=1)C.[CH2:37]([C:40]1([CH2:50][CH:51]=[CH2:52])[CH2:49][N:43]2S(=O)(=O)O[CH2:46][C@H:42]2[CH2:41]1)[CH:38]=[CH2:39], predict the reaction product. The product is: [Cl:1][C:2]1[CH:3]=[N:4][CH:5]=[C:6]([Cl:8])[C:7]=1[CH2:46][C@H:42]1[CH2:41][C:40]([CH2:37][CH:38]=[CH2:39])([CH2:50][CH:51]=[CH2:52])[CH2:49][NH:43]1. (6) The product is: [F:33][CH:31]([F:32])[O:30][C:26]1[CH:25]=[C:24]([S:21]([NH:20][C:18]2[CH:17]=[CH:16][C:15]([O:34][C:35]([F:38])([F:36])[F:37])=[C:14]([N:11]3[CH2:10][CH2:9][NH:8][CH2:13][CH2:12]3)[CH:19]=2)(=[O:22])=[O:23])[CH:29]=[CH:28][CH:27]=1. Given the reactants C(OC([N:8]1[CH2:13][CH2:12][N:11]([C:14]2[CH:19]=[C:18]([NH:20][S:21]([C:24]3[CH:29]=[CH:28][CH:27]=[C:26]([O:30][CH:31]([F:33])[F:32])[CH:25]=3)(=[O:23])=[O:22])[CH:17]=[CH:16][C:15]=2[O:34][C:35]([F:38])([F:37])[F:36])[CH2:10][CH2:9]1)=O)(C)(C)C.Cl, predict the reaction product. (7) Given the reactants [NH2:1][C:2]1[CH:3]=[C:4]([C:12]#[N:13])[C:5]2[N:9]=[CH:8][NH:7][C:6]=2[C:10]=1[CH3:11].CS[C:16]1[N:17]([C:21]([O:23][CH3:24])=[O:22])[CH2:18][CH2:19][N:20]=1, predict the reaction product. The product is: [CH3:24][O:23][C:21]([N:17]1[CH2:18][CH2:19][NH:20][C:16]1=[N:1][C:2]1[CH:3]=[C:4]([C:12]#[N:13])[C:5]2[NH:9][CH:8]=[N:7][C:6]=2[C:10]=1[CH3:11])=[O:22].